Dataset: Catalyst prediction with 721,799 reactions and 888 catalyst types from USPTO. Task: Predict which catalyst facilitates the given reaction. (1) Product: [CH3:16][C:5]1[CH:6]=[C:7]([N:10]2[CH2:14][CH2:13][C@H:12]([CH3:15])[CH2:11]2)[CH:8]=[CH:9][C:4]=1[C:3]([OH:17])=[O:2]. The catalyst class is: 6. Reactant: C[O:2][C:3](=[O:17])[C:4]1[CH:9]=[CH:8][C:7]([N:10]2[CH2:14][CH2:13][C@H:12]([CH3:15])[CH2:11]2)=[CH:6][C:5]=1[CH3:16].CO.O.[OH-].[Li+]. (2) Reactant: [CH2:1]([N:8]1[CH2:13][CH2:12][C:11]([C:15]2[CH:20]=[CH:19][C:18]([O:21][CH3:22])=[C:17]([O:23][CH3:24])[CH:16]=2)(O)[CH2:10][CH2:9]1)[C:2]1[CH:7]=[CH:6][CH:5]=[CH:4][CH:3]=1. Product: [CH2:1]([N:8]1[CH2:9][CH:10]=[C:11]([C:15]2[CH:20]=[CH:19][C:18]([O:21][CH3:22])=[C:17]([O:23][CH3:24])[CH:16]=2)[CH2:12][CH2:13]1)[C:2]1[CH:3]=[CH:4][CH:5]=[CH:6][CH:7]=1. The catalyst class is: 15. (3) The catalyst class is: 174. Reactant: [CH2:1]([O:8][C:9]1[CH:10]=[CH:11][CH:12]=[C:13]2[C:18]=1[N:17]=[C:16]([CH3:19])[CH:15]=[C:14]2[OH:20])[C:2]1[CH:7]=[CH:6][CH:5]=[CH:4][CH:3]=1.C(=O)([O-])[O-].[K+].[K+].Br[CH2:28][C:29]([O:31][CH2:32][CH3:33])=[O:30].C(=O)(O)[O-].[Na+]. Product: [CH2:1]([O:8][C:9]1[CH:10]=[CH:11][CH:12]=[C:13]2[C:18]=1[N:17]=[C:16]([CH3:19])[CH:15]=[C:14]2[O:20][CH2:28][C:29]([O:31][CH2:32][CH3:33])=[O:30])[C:2]1[CH:7]=[CH:6][CH:5]=[CH:4][CH:3]=1. (4) Reactant: [N:1]([CH2:4][C:5]1[CH:19]=[CH:18][C:8]2[N:9]([CH:12]3[CH2:17][CH2:16][CH2:15][CH2:14][O:13]3)[CH:10]=[N:11][C:7]=2[CH:6]=1)=[N+]=[N-]. Product: [O:13]1[CH2:14][CH2:15][CH2:16][CH2:17][CH:12]1[N:9]1[C:8]2[CH:18]=[CH:19][C:5]([CH2:4][NH2:1])=[CH:6][C:7]=2[N:11]=[CH:10]1. The catalyst class is: 19. (5) Reactant: [F:1][C:2]1[CH:7]=[C:6]([F:8])[CH:5]=[CH:4][C:3]=1[OH:9].C(=O)([O-])[O-].[K+].[K+].Br[CH:17]([C:23]1[CH:28]=[CH:27][C:26]([S:29]([CH:32]2[CH2:34][CH2:33]2)(=[O:31])=[O:30])=[CH:25][CH:24]=1)[C:18]([O:20][CH2:21][CH3:22])=[O:19]. Product: [CH:32]1([S:29]([C:26]2[CH:27]=[CH:28][C:23]([CH:17]([O:9][C:3]3[CH:4]=[CH:5][C:6]([F:8])=[CH:7][C:2]=3[F:1])[C:18]([O:20][CH2:21][CH3:22])=[O:19])=[CH:24][CH:25]=2)(=[O:31])=[O:30])[CH2:33][CH2:34]1. The catalyst class is: 115. (6) Reactant: O.[OH-].[Li+].[Cl:4][C:5]1[CH:6]=[C:7]2[C:13]([CH2:14][CH2:15][C:16](OC)=[O:17])=[C:12]([C:20]3[CH:25]=[CH:24][C:23]([Cl:26])=[CH:22][CH:21]=3)[N:11]([CH3:27])[C:8]2=[N:9][CH:10]=1.ON1C2C=CC=CC=2N=N1.C(N(CC)CC)C.Cl.CN(C)CCCN=C=NCC.[C:57]1([CH2:63][C:64]2([OH:70])[CH2:69][CH2:68][NH:67][CH2:66][CH2:65]2)[CH:62]=[CH:61][CH:60]=[CH:59][CH:58]=1. Product: [Cl:4][C:5]1[CH:6]=[C:7]2[C:13]([CH2:14][CH2:15][C:16]([N:67]3[CH2:66][CH2:65][C:64]([CH2:63][C:57]4[CH:62]=[CH:61][CH:60]=[CH:59][CH:58]=4)([OH:70])[CH2:69][CH2:68]3)=[O:17])=[C:12]([C:20]3[CH:25]=[CH:24][C:23]([Cl:26])=[CH:22][CH:21]=3)[N:11]([CH3:27])[C:8]2=[N:9][CH:10]=1. The catalyst class is: 364. (7) Reactant: [OH:1][CH2:2][CH2:3][C:4]1[CH:11]=[CH:10][C:7]([C:8]#[N:9])=[CH:6][CH:5]=1.CC(OI1(OC(C)=O)(OC(C)=O)OC(=O)C2C=CC=CC1=2)=O.[O-]S([O-])(=S)=O.[Na+].[Na+]. Product: [O:1]=[CH:2][CH2:3][C:4]1[CH:11]=[CH:10][C:7]([C:8]#[N:9])=[CH:6][CH:5]=1. The catalyst class is: 2.